The task is: Predict the reactants needed to synthesize the given product.. This data is from Full USPTO retrosynthesis dataset with 1.9M reactions from patents (1976-2016). Given the product [F:1][C:2]1[CH:13]=[CH:12][C:5]([C:6](=[O:7])[CH2:22][CH3:23])=[C:4]([NH:14][C:15]2[CH:20]=[CH:19][CH:18]=[CH:17][C:16]=2[F:21])[CH:3]=1, predict the reactants needed to synthesize it. The reactants are: [F:1][C:2]1[CH:13]=[CH:12][C:5]([C:6](N(OC)C)=[O:7])=[C:4]([NH:14][C:15]2[CH:20]=[CH:19][CH:18]=[CH:17][C:16]=2[F:21])[CH:3]=1.[CH2:22]1COC[CH2:23]1.C([Mg]Br)C.